This data is from Full USPTO retrosynthesis dataset with 1.9M reactions from patents (1976-2016). The task is: Predict the reactants needed to synthesize the given product. (1) Given the product [C:1]([C:5]1[CH:24]=[CH:23][C:8]([C:9]2[C:11]3[N:12]([CH:13]=[CH:14][CH:15]=3)[CH2:16][CH2:17][C:18]=2[C:19]([O:21][CH3:22])=[O:20])=[CH:7][CH:6]=1)([CH3:4])([CH3:3])[CH3:2], predict the reactants needed to synthesize it. The reactants are: [C:1]([C:5]1[CH:24]=[CH:23][C:8]([C:9]([C:11]2[N:12]([CH2:16][CH2:17][CH2:18][C:19]([O:21][CH3:22])=[O:20])[CH:13]=[CH:14][CH:15]=2)=O)=[CH:7][CH:6]=1)([CH3:4])([CH3:3])[CH3:2].[Li+].C[Si]([N-][Si](C)(C)C)(C)C.C1COCC1.S(Cl)(C)(=O)=O. (2) Given the product [CH2:16]([N:23]1[CH2:28][CH2:27][CH2:26][C:25]([O:15][C:11]2[CH:10]=[C:9]([C:3]3[CH:4]=[CH:5][CH:6]=[CH:7][CH:8]=3)[CH:14]=[CH:13][CH:12]=2)([C:38]([OH:34])=[O:1])[CH2:24]1)[C:17]1[CH:22]=[CH:21][CH:20]=[CH:19][CH:18]=1, predict the reactants needed to synthesize it. The reactants are: [OH-:1].[Na+].[C:3]1([C:9]2[CH:10]=[C:11]([OH:15])[CH:12]=[CH:13][CH:14]=2)[CH:8]=[CH:7][CH:6]=[CH:5][CH:4]=1.[CH2:16]([N:23]1[CH2:28][CH2:27][CH2:26][C:25](=O)[CH2:24]1)[C:17]1[CH:22]=[CH:21][CH:20]=[CH:19][CH:18]=1.C(Cl)(Cl)Cl.[O:34]1[CH2:38]CCC1. (3) Given the product [CH3:2][CH2:3][CH2:12][CH:13]([CH3:16])[CH3:14].[Cl:11][C:7]1[N:6]=[C:5]([N:4]([CH2:21][CH2:20][CH2:19][C:18]([F:24])([F:23])[F:17])[C:3]2[CH:12]=[C:13]([CH3:16])[CH:14]=[CH:15][C:2]=2[F:1])[CH:10]=[CH:9][N:8]=1, predict the reactants needed to synthesize it. The reactants are: [F:1][C:2]1[CH:15]=[CH:14][C:13]([CH3:16])=[CH:12][C:3]=1[NH:4][C:5]1[CH:10]=[CH:9][N:8]=[C:7]([Cl:11])[N:6]=1.[F:17][C:18]([F:24])([F:23])[CH2:19][CH2:20][CH2:21]Br.C(=O)([O-])[O-].[K+].[K+]. (4) Given the product [CH3:34][S:35]([CH2:18][CH2:17][N:16]([C@H:25]1[CH2:26][CH2:27][C@H:28]([CH3:31])[CH2:29][CH2:30]1)[C:14](=[O:15])[NH:13][C:11]1[S:12][C:8]([S:7][CH2:2][C:3]([OH:5])=[O:4])=[CH:9][N:10]=1)(=[O:37])=[O:36], predict the reactants needed to synthesize it. The reactants are: C[C:2]([S:7][C:8]1[S:12][C:11]([NH:13][C:14]([N:16]([C@H:25]2[CH2:30][CH2:29][C@H:28]([CH3:31])[CH2:27][CH2:26]2)[CH2:17][CH2:18]C2C=CC=CC=2)=[O:15])=[N:10][CH:9]=1)(C)[C:3]([OH:5])=[O:4].ClC[CH2:34][S:35](C)(=[O:37])=[O:36].C(OC(=O)CSC1SC(N)=NC=1)C. (5) Given the product [OH:1][C@@H:2]([C:6]([O:19][CH3:20])([C:7]1[CH:12]=[CH:11][CH:10]=[CH:9][CH:8]=1)[C:13]1[CH:18]=[CH:17][CH:16]=[CH:15][CH:14]=1)[C:3]([OH:5])=[O:4], predict the reactants needed to synthesize it. The reactants are: [OH:1][CH:2]([C:6]([O:19][CH3:20])([C:13]1[CH:18]=[CH:17][CH:16]=[CH:15][CH:14]=1)[C:7]1[CH:12]=[CH:11][CH:10]=[CH:9][CH:8]=1)[C:3]([OH:5])=[O:4].[N+](C1C=CC=CC=1[C@@H](N)C)([O-])=O.